This data is from Forward reaction prediction with 1.9M reactions from USPTO patents (1976-2016). The task is: Predict the product of the given reaction. (1) Given the reactants [F:1][C:2]1[CH:7]=[CH:6][C:5]([C@@H:8]2[N:13]3[C:14](=[O:20])[CH:15](I)[CH2:16][CH2:17][CH2:18][C@@H:12]3[CH2:11][CH2:10][CH2:9]2)=[CH:4][CH:3]=1.[P:21]([O:28]CC)([O:25][CH2:26][CH3:27])[O:22][CH2:23][CH3:24], predict the reaction product. The product is: [CH2:23]([O:22][P:21]([CH:15]1[C:14](=[O:20])[N:13]2[C@@H:8]([C:5]3[CH:6]=[CH:7][C:2]([F:1])=[CH:3][CH:4]=3)[CH2:9][CH2:10][CH2:11][C@H:12]2[CH2:18][CH2:17][CH2:16]1)(=[O:28])[O:25][CH2:26][CH3:27])[CH3:24]. (2) Given the reactants [C:1]1([C:18]2[CH:23]=[CH:22][CH:21]=[CH:20][CH:19]=2)[CH:6]=[CH:5][CH:4]=[CH:3][C:2]=1[CH2:7][N:8]1[CH:13]=[CH:12][CH:11]=[C:10]([C:14](O)=[O:15])[C:9]1=[O:17].[NH2:24][C@@H:25]([CH2:33][CH2:34][CH2:35][NH:36][C:37]([NH:39][S:40]([C:43]1[C:44]([CH3:57])=[C:45]2[C:50](=[C:51]([CH3:54])[C:52]=1[CH3:53])[O:49][C:48]([CH3:56])([CH3:55])[CH2:47][CH2:46]2)(=[O:42])=[O:41])=[NH:38])[C:26]([O:28][C:29]([CH3:32])([CH3:31])[CH3:30])=[O:27].CN(C(ON1N=NC2C=CC=CC1=2)=[N+](C)C)C.F[P-](F)(F)(F)(F)F.CCN(C(C)C)C(C)C, predict the reaction product. The product is: [C:1]1([C:18]2[CH:19]=[CH:20][CH:21]=[CH:22][CH:23]=2)[CH:6]=[CH:5][CH:4]=[CH:3][C:2]=1[CH2:7][N:8]1[CH:13]=[CH:12][CH:11]=[C:10]([C:14]([NH:24][C@@H:25]([CH2:33][CH2:34][CH2:35][NH:36][C:37]([NH:39][S:40]([C:43]2[C:44]([CH3:57])=[C:45]3[C:50](=[C:51]([CH3:54])[C:52]=2[CH3:53])[O:49][C:48]([CH3:56])([CH3:55])[CH2:47][CH2:46]3)(=[O:41])=[O:42])=[NH:38])[C:26]([O:28][C:29]([CH3:30])([CH3:31])[CH3:32])=[O:27])=[O:15])[C:9]1=[O:17]. (3) Given the reactants [CH3:1][S:2](Cl)(=[O:4])=[O:3].[Br:6][CH2:7][C:8]([C:10]1[CH:15]=[CH:14][C:13]([OH:16])=[CH:12][CH:11]=1)=[O:9].C(N(CC)CC)C, predict the reaction product. The product is: [CH3:1][S:2]([O:16][C:13]1[CH:14]=[CH:15][C:10]([C:8](=[O:9])[CH2:7][Br:6])=[CH:11][CH:12]=1)(=[O:4])=[O:3].